From a dataset of Catalyst prediction with 721,799 reactions and 888 catalyst types from USPTO. Predict which catalyst facilitates the given reaction. (1) Reactant: [Br:1][C:2]1[CH:7]=[CH:6][C:5]2[C:8]3([CH2:18][O:19][C:4]=2[CH:3]=1)[C:16]1[C:11](=[CH:12][CH:13]=[CH:14][CH:15]=1)[NH:10][C:9]3=[O:17].C(=O)([O-])[O-].[Cs+].[Cs+].CC1C=CC(S(O[CH2:37][C@H:38]2[CH2:42][CH2:41][CH2:40][O:39]2)(=O)=O)=CC=1. Product: [Br:1][C:2]1[CH:7]=[CH:6][C:5]2[C:8]3([CH2:18][O:19][C:4]=2[CH:3]=1)[C:16]1[C:11](=[CH:12][CH:13]=[CH:14][CH:15]=1)[N:10]([CH2:37][C@H:38]1[CH2:42][CH2:41][CH2:40][O:39]1)[C:9]3=[O:17]. The catalyst class is: 131. (2) Reactant: [CH3:1][CH2:2][O:3][C:4]([C:6]1[N:7](C(OC(C)(C)C)=O)[C:8]2[C:13]([CH:14]=1)=[CH:12][C:11]([O:15][CH3:16])=[C:10]([CH3:17])[CH:9]=2)=[O:5].FC(F)(F)C(O)=O. Product: [CH2:2]([O:3][C:4]([C:6]1[NH:7][C:8]2[C:13]([CH:14]=1)=[CH:12][C:11]([O:15][CH3:16])=[C:10]([CH3:17])[CH:9]=2)=[O:5])[CH3:1]. The catalyst class is: 4. (3) Reactant: [Cl:1][C:2]1[C:9]([C:10]#[C:11][Si](C)(C)C)=[C:8](F)[CH:7]=[CH:6][C:3]=1[C:4]#[N:5].[CH3:17][S:18][CH2:19][C@@H:20]([NH2:22])[CH3:21].CCN(C(C)C)C(C)C. Product: [Cl:1][C:2]1[C:9]([C:10]#[CH:11])=[C:8]([NH:22][C@@H:20]([CH3:21])[CH2:19][S:18][CH3:17])[CH:7]=[CH:6][C:3]=1[C:4]#[N:5]. The catalyst class is: 197. (4) Reactant: C[CH:2](C)[CH:3](C1C=CC=CC=1)[C:4]([NH:6][C@@H:7]1[C@H:14]2[C@H:10]([CH2:11][N:12]([CH2:15][C:16]3[CH:21]=[CH:20][CH:19]=[C:18]([C:22]([F:25])([F:24])[F:23])[CH:17]=3)[CH2:13]2)[CH2:9][CH2:8]1)=O.C(O[C:36]1(O[Si](C)(C)C)[CH2:38][CH2:37]1)C.C(O)(=O)C.C([BH3-])#N. The catalyst class is: 4. Product: [CH:4]1([N:6]([CH:36]2[CH2:37][CH2:38]2)[C@@H:7]2[C@H:14]3[C@H:10]([CH2:11][N:12]([CH2:15][C:16]4[CH:21]=[CH:20][CH:19]=[C:18]([C:22]([F:25])([F:24])[F:23])[CH:17]=4)[CH2:13]3)[CH2:9][CH2:8]2)[CH2:2][CH2:3]1. (5) Reactant: Br[CH2:2][C:3]([C:5]1[CH:10]=[CH:9][CH:8]=[CH:7][CH:6]=1)=[O:4].[C:11]([O-:14])([O-:13])=O.[K+].[K+].[SH:17][C:18]1[CH:26]=[CH:25][CH:24]=[CH:23][C:19]=1[C:20]([OH:22])=[O:21]. Product: [C:11]([C:8]1[CH:9]=[CH:10][C:5]([C:3](=[O:4])[CH2:2][S:17][C:18]2[CH:26]=[CH:25][CH:24]=[CH:23][C:19]=2[C:20]([OH:22])=[O:21])=[CH:6][CH:7]=1)([OH:14])=[O:13]. The catalyst class is: 8.